Dataset: Forward reaction prediction with 1.9M reactions from USPTO patents (1976-2016). Task: Predict the product of the given reaction. (1) Given the reactants [Cl:1][C:2]1[CH:7]=[C:6]([Cl:8])[C:5]([O:9][CH3:10])=[CH:4][C:3]=1[NH:11][C:12]1[C:21]2[C:16](=[CH:17][C:18](/[CH:24]=[CH:25]/[CH2:26][CH2:27]O)=[C:19]([O:22][CH3:23])[CH:20]=2)[N:15]=[CH:14][C:13]=1[C:29]#[N:30].CCN(CC)CC.CS(Cl)(=O)=O.[CH2:43]([N:45]1[CH2:50][CH2:49][NH:48][CH2:47][CH2:46]1)[CH3:44], predict the reaction product. The product is: [Cl:1][C:2]1[CH:7]=[C:6]([Cl:8])[C:5]([O:9][CH3:10])=[CH:4][C:3]=1[NH:11][C:12]1[C:21]2[C:16](=[CH:17][C:18](/[CH:24]=[CH:25]/[CH2:26][CH2:27][N:48]3[CH2:49][CH2:50][N:45]([CH2:43][CH3:44])[CH2:46][CH2:47]3)=[C:19]([O:22][CH3:23])[CH:20]=2)[N:15]=[CH:14][C:13]=1[C:29]#[N:30]. (2) The product is: [C:1]([O:5][C:6]([NH:8][CH:9]1[CH2:15][CH2:14][C:13]2[CH:16]=[CH:17][CH:18]=[CH:19][C:12]=2[CH2:11][C:10]1=[O:20])=[O:7])([CH3:4])([CH3:2])[CH3:3]. Given the reactants [C:1]([O:5][C:6]([NH:8][CH:9]1[CH2:15][CH2:14][C:13]2[CH:16]=[CH:17][CH:18]=[CH:19][C:12]=2[CH2:11][CH:10]1[OH:20])=[O:7])([CH3:4])([CH3:3])[CH3:2].CC(OI1(OC(C)=O)(OC(C)=O)OC(=O)C2C=CC=CC1=2)=O.O.O.O.O.O.S([O-])([O-])(=O)=S.[Na+].[Na+].C(=O)([O-])O.[Na+], predict the reaction product. (3) Given the reactants [F:1][C:2]1[N:10]=[C:9]([F:11])[CH:8]=[CH:7][C:3]=1[C:4]([OH:6])=O.S(Cl)(Cl)=O.[OH:16][CH2:17][CH:18]1[NH:23][CH2:22][CH2:21][N:20]([C:24]([O:26][C:27]([CH3:30])([CH3:29])[CH3:28])=[O:25])[CH2:19]1.C(N(CC)CC)C, predict the reaction product. The product is: [F:1][C:2]1[C:3]([C:4]([N:23]2[CH2:22][CH2:21][N:20]([C:24]([O:26][C:27]([CH3:28])([CH3:29])[CH3:30])=[O:25])[CH2:19][CH:18]2[CH2:17][OH:16])=[O:6])=[CH:7][CH:8]=[C:9]([F:11])[N:10]=1. (4) Given the reactants [CH3:1][O:2][C:3]1[CH:4]=[C:5]([CH:21]=[CH:22][CH:23]=1)[CH2:6][O:7][C:8]1[CH:9]=[CH:10][C:11]2[CH:15]=[C:14]([C:16]([O:18]C)=[O:17])[S:13][C:12]=2[CH:20]=1.O.[OH-].[Li+].O.Cl, predict the reaction product. The product is: [CH3:1][O:2][C:3]1[CH:4]=[C:5]([CH:21]=[CH:22][CH:23]=1)[CH2:6][O:7][C:8]1[CH:9]=[CH:10][C:11]2[CH:15]=[C:14]([C:16]([OH:18])=[O:17])[S:13][C:12]=2[CH:20]=1. (5) Given the reactants [CH2:1](C1C=CC(Br)=CC=1)CCC.[C:12]1([OH:18])[CH:17]=[CH:16][CH:15]=[CH:14][CH:13]=1.C([O-])([O-])=O.[Cs+].[Cs+].[C:25]1([C:35](O)=O)[C:34]2[C:29](=[CH:30][CH:31]=[CH:32][CH:33]=2)C=C[CH:26]=1, predict the reaction product. The product is: [O:18]([C:31]1[CH:32]=[CH:33][C:34]([C:25]([CH3:26])([CH3:35])[CH3:1])=[CH:29][CH:30]=1)[C:12]1[CH:17]=[CH:16][CH:15]=[CH:14][CH:13]=1. (6) Given the reactants [NH2:1][C:2]1[CH:3]=[C:4]([C:8]2[CH:21]=[C:11]3[NH:12][C:13](=[O:20])[C:14]4[C:19]([N:10]3[N:9]=2)=[CH:18][CH:17]=[CH:16][CH:15]=4)[CH:5]=[CH:6][CH:7]=1.Br[CH2:23][CH2:24][N:25]([CH3:27])[CH3:26].C(=O)([O-])[O-].[K+].[K+], predict the reaction product. The product is: [CH3:26][N:25]([CH3:27])[CH2:24][CH2:23][NH:1][C:2]1[CH:3]=[C:4]([C:8]2[CH:21]=[C:11]3[NH:12][C:13](=[O:20])[C:14]4[C:19]([N:10]3[N:9]=2)=[CH:18][CH:17]=[CH:16][CH:15]=4)[CH:5]=[CH:6][CH:7]=1. (7) Given the reactants [CH3:1][C:2]1[S:3][CH:4]=[CH:5][C:6]=1[CH:7]=[O:8].[Br:9]N1C(=O)CCC1=O.O.C(OCC)C, predict the reaction product. The product is: [Br:9][C:4]1[S:3][C:2]([CH3:1])=[C:6]([CH:7]=[O:8])[CH:5]=1. (8) Given the reactants [O:1]1[CH2:6][CH2:5][C:4](=[N:7][OH:8])[CH2:3][CH2:2]1.C([O-])(=O)C.C([O-])(=O)C.C([O-])(=O)C.C([O-])(=O)C.[Pb+4].[Cl:26][C:27]([F:32])([F:31])[C:28]([OH:30])=[O:29], predict the reaction product. The product is: [Cl:26][C:27]([F:32])([F:31])[C:28]([O:30][C:4]1([N:7]=[O:8])[CH2:5][CH2:6][O:1][CH2:2][CH2:3]1)=[O:29]. (9) Given the reactants Br[CH2:2][CH2:3][O:4][C:5]1[CH:6]=[C:7]([CH:30]=[CH:31][CH:32]=1)[CH2:8][N:9]1[C:17]2[C:12](=[CH:13][C:14]([NH:18][C:19]3[CH:28]=[CH:27][C:26]([Cl:29])=[CH:25][C:20]=3[C:21]([O:23][CH3:24])=[O:22])=[CH:15][CH:16]=2)[CH:11]=[CH:10]1.[NH:33]1[CH2:38][CH2:37][O:36][CH2:35][CH2:34]1.C(=O)([O-])[O-].[K+].[K+].CN(C)C=O, predict the reaction product. The product is: [Cl:29][C:26]1[CH:27]=[CH:28][C:19]([NH:18][C:14]2[CH:13]=[C:12]3[C:17](=[CH:16][CH:15]=2)[N:9]([CH2:8][C:7]2[CH:30]=[CH:31][CH:32]=[C:5]([O:4][CH2:3][CH2:2][N:33]4[CH2:38][CH2:37][O:36][CH2:35][CH2:34]4)[CH:6]=2)[CH:10]=[CH:11]3)=[C:20]([CH:25]=1)[C:21]([O:23][CH3:24])=[O:22].